Predict the reaction yield, written as a fraction of the theoretical maximum amount of product (1.0 means a 100% yield; for example, 0.34 means a 34% yield). From a dataset of Reaction yield outcomes from USPTO patents with 853,638 reactions. (1) The reactants are C([O:5][C:6](=[O:18])[CH2:7][CH2:8][C:9]1[NH:13][C:12]([C:14]([O:16][CH3:17])=[O:15])=[CH:11][CH:10]=1)(C)(C)C. The catalyst is Cl. The product is [CH3:17][O:16][C:14]([C:12]1[NH:13][C:9]([CH2:8][CH2:7][C:6]([OH:18])=[O:5])=[CH:10][CH:11]=1)=[O:15]. The yield is 0.940. (2) The reactants are [C:1]([C:3]1[CH:8]=[CH:7][CH:6]=[CH:5][C:4]=1[CH2:9][C:10]([NH2:12])=[O:11])#[CH:2].Cl[C:14]1[C:19]([C:20]([F:23])([F:22])[F:21])=[CH:18][N:17]=[C:16]([NH:24][C:25]2[CH:30]=[CH:29][C:28]([CH:31]3[CH2:36][CH2:35][CH2:34][CH2:33][N:32]3[C:37]([O:39][C:40]([CH3:43])([CH3:42])[CH3:41])=[O:38])=[CH:27][CH:26]=2)[N:15]=1.C(N(CC)CC)C.C1(P(C2C=CC=CC=2)C2C=CC=CC=2)C=CC=CC=1. The catalyst is CN(C=O)C.[Cu]I. The product is [NH2:12][C:10](=[O:11])[CH2:9][C:4]1[CH:5]=[CH:6][CH:7]=[CH:8][C:3]=1[C:1]#[C:2][C:18]1[C:19]([C:20]([F:21])([F:22])[F:23])=[CH:14][N:15]=[C:16]([NH:24][C:25]2[CH:26]=[CH:27][C:28]([CH:31]3[CH2:36][CH2:35][CH2:34][CH2:33][N:32]3[C:37]([O:39][C:40]([CH3:43])([CH3:42])[CH3:41])=[O:38])=[CH:29][CH:30]=2)[N:17]=1. The yield is 0.740. (3) The reactants are [C:1]1([CH2:9]Cl)[CH:6]=[CH:5][CH:4]=[C:3]([CH2:7]Cl)[CH:2]=1.[C:11]([O-:14])(=[O:13])[CH3:12].[K+]. The catalyst is CC(C)=O.[Cl-].C([N+](CC)(CC)CC)C1C=CC=CC=1. The product is [C:11]([O:14][CH2:9][C:1]1[CH:6]=[CH:5][CH:4]=[C:3]([CH2:7][O:14][C:11](=[O:13])[CH3:12])[CH:2]=1)(=[O:13])[CH3:12]. The yield is 0.987. (4) The reactants are Cl[C:2]1[C:7]([NH2:8])=[C:6]([O:9][C@@H:10]2[CH2:15][CH2:14][CH2:13][N:12]([CH3:16])[CH2:11]2)[N:5]=[CH:4][N:3]=1. The catalyst is CO.[Pd]. The product is [CH3:16][N:12]1[CH2:13][CH2:14][CH2:15][C@@H:10]([O:9][C:6]2[C:7]([NH2:8])=[CH:2][N:3]=[CH:4][N:5]=2)[CH2:11]1. The yield is 0.990. (5) The reactants are [Br:1][C:2]1[N:7]=[C:6]([CH2:8][OH:9])[CH:5]=[CH:4][CH:3]=1.[H-].[Na+].[CH3:12]I. The catalyst is CN(C)C=O.O. The product is [Br:1][C:2]1[CH:3]=[CH:4][CH:5]=[C:6]([CH2:8][O:9][CH3:12])[N:7]=1. The yield is 0.780. (6) The product is [Br:7][C:8]1[C:9]([F:16])=[C:10]([CH:11]([C:6]2[N:1]=[N:2][CH:3]=[CH:4][CH:5]=2)[OH:12])[CH:13]=[CH:14][CH:15]=1. The yield is 1.00. The catalyst is C1COCC1. The reactants are [N:1]1[CH:6]=[CH:5][CH:4]=[CH:3][N:2]=1.[Br:7][C:8]1[C:9]([F:16])=[C:10]([CH:13]=[CH:14][CH:15]=1)[CH:11]=[O:12].[Li]N1C(C)(C)CCCC1(C)C.Cl.CCO.C1COCC1.C([O-])(O)=O.[Na+]. (7) The reactants are [Cl:1][S:2]([OH:5])(=O)=[O:3].[NH2:6][C:7]1[O:8][C:9]2[CH:15]=[CH:14][CH:13]=[CH:12][C:10]=2[N:11]=1.S(Cl)(Cl)=O.C(=O)([O-])[O-].[Na+].[Na+]. The catalyst is C(OCC)(=O)C. The product is [NH2:6][C:7]1[O:8][C:9]2[CH:15]=[C:14]([S:2]([Cl:1])(=[O:5])=[O:3])[CH:13]=[CH:12][C:10]=2[N:11]=1. The yield is 0.900. (8) The reactants are Br[C:2]1[C:3]([F:19])=[CH:4][C:5]2[O:11][CH2:10][CH2:9][N:8]3[CH:12]=[C:13]([C:15]([NH2:17])=[O:16])[N:14]=[C:7]3[C:6]=2[CH:18]=1.[CH3:20][C:21]1[C:22]([C:27]([OH:31])([C:29]#[CH:30])[CH3:28])=[N:23][CH:24]=[CH:25][CH:26]=1. No catalyst specified. The product is [F:19][C:3]1[C:2]([C:30]#[C:29][C:27]([OH:31])([C:22]2[C:21]([CH3:20])=[CH:26][CH:25]=[CH:24][N:23]=2)[CH3:28])=[CH:18][C:6]2[C:7]3[N:8]([CH:12]=[C:13]([C:15]([NH2:17])=[O:16])[N:14]=3)[CH2:9][CH2:10][O:11][C:5]=2[CH:4]=1. The yield is 0.0700.